Dataset: Full USPTO retrosynthesis dataset with 1.9M reactions from patents (1976-2016). Task: Predict the reactants needed to synthesize the given product. Given the product [ClH:12].[Cl:12][CH2:8][C:4]1[CH:5]=[C:6]([CH3:7])[N:2]([CH3:1])[N:3]=1, predict the reactants needed to synthesize it. The reactants are: [CH3:1][N:2]1[C:6]([CH3:7])=[CH:5][C:4]([CH2:8]O)=[N:3]1.S(Cl)([Cl:12])=O.